Dataset: NCI-60 drug combinations with 297,098 pairs across 59 cell lines. Task: Regression. Given two drug SMILES strings and cell line genomic features, predict the synergy score measuring deviation from expected non-interaction effect. (1) Drug 1: CC1CC2CCC3C(=C)CC(O3)CCC45CC6C(O4)C7C(O6)C(O5)C8C(O7)CCC(O8)CC(=O)CC9C(CC(C1=C)O2)OC(C9OC)CC(CN)O.CS(=O)(=O)O. Cell line: SK-MEL-2. Drug 2: CC1C(C(CC(O1)OC2CC(CC3=C2C(=C4C(=C3O)C(=O)C5=C(C4=O)C(=CC=C5)OC)O)(C(=O)CO)O)N)O.Cl. Synergy scores: CSS=63.6, Synergy_ZIP=-0.900, Synergy_Bliss=-0.953, Synergy_Loewe=0.0711, Synergy_HSA=0.406. (2) Drug 1: C1=CC=C(C(=C1)C(C2=CC=C(C=C2)Cl)C(Cl)Cl)Cl. Drug 2: N.N.Cl[Pt+2]Cl. Cell line: K-562. Synergy scores: CSS=27.8, Synergy_ZIP=-6.01, Synergy_Bliss=-0.678, Synergy_Loewe=2.56, Synergy_HSA=3.04. (3) Drug 1: C1=CC(=CC=C1CCCC(=O)O)N(CCCl)CCCl. Drug 2: CCC1=C2CN3C(=CC4=C(C3=O)COC(=O)C4(CC)O)C2=NC5=C1C=C(C=C5)O. Cell line: COLO 205. Synergy scores: CSS=54.7, Synergy_ZIP=-9.90, Synergy_Bliss=-8.59, Synergy_Loewe=-5.00, Synergy_HSA=-2.61. (4) Drug 1: C1=CC=C(C(=C1)C(C2=CC=C(C=C2)Cl)C(Cl)Cl)Cl. Drug 2: CCCCCOC(=O)NC1=NC(=O)N(C=C1F)C2C(C(C(O2)C)O)O. Cell line: UACC62. Synergy scores: CSS=-0.247, Synergy_ZIP=-0.394, Synergy_Bliss=-0.889, Synergy_Loewe=-0.849, Synergy_HSA=-1.42. (5) Drug 1: C1CCN(CC1)CCOC2=CC=C(C=C2)C(=O)C3=C(SC4=C3C=CC(=C4)O)C5=CC=C(C=C5)O. Drug 2: CC1=C(C=C(C=C1)NC(=O)C2=CC=C(C=C2)CN3CCN(CC3)C)NC4=NC=CC(=N4)C5=CN=CC=C5. Cell line: MDA-MB-231. Synergy scores: CSS=-4.65, Synergy_ZIP=1.75, Synergy_Bliss=-0.823, Synergy_Loewe=-2.50, Synergy_HSA=-4.21. (6) Synergy scores: CSS=3.07, Synergy_ZIP=-0.0288, Synergy_Bliss=4.16, Synergy_Loewe=2.15, Synergy_HSA=0.862. Cell line: NCIH23. Drug 1: CC1C(C(CC(O1)OC2CC(CC3=C2C(=C4C(=C3O)C(=O)C5=C(C4=O)C(=CC=C5)OC)O)(C(=O)CO)O)N)O.Cl. Drug 2: CC12CCC3C(C1CCC2OP(=O)(O)O)CCC4=C3C=CC(=C4)OC(=O)N(CCCl)CCCl.[Na+]. (7) Drug 2: CN(CCCl)CCCl.Cl. Cell line: K-562. Synergy scores: CSS=47.7, Synergy_ZIP=-8.83, Synergy_Bliss=-4.52, Synergy_Loewe=-8.00, Synergy_HSA=-1.53. Drug 1: C1CN1C2=NC(=NC(=N2)N3CC3)N4CC4.